This data is from Catalyst prediction with 721,799 reactions and 888 catalyst types from USPTO. The task is: Predict which catalyst facilitates the given reaction. Reactant: [C:1]([OH:8])(=[O:7])/[CH:2]=[CH:3]\[C:4]([OH:6])=[O:5].[CH2:9]([C:11]1[C:15]([S:16][C:17]2[CH:22]=[CH:21][C:20]([F:23])=[CH:19][CH:18]=2)=[C:14]([CH2:24][CH3:25])[N:13]([CH2:26][CH2:27][NH:28][CH3:29])[N:12]=1)[CH3:10]. Product: [CH2:9]([C:11]1[C:15]([S:16][C:17]2[CH:22]=[CH:21][C:20]([F:23])=[CH:19][CH:18]=2)=[C:14]([CH2:24][CH3:25])[N:13]([CH2:26][CH2:27][NH:28][CH3:29])[N:12]=1)[CH3:10].[C:1]([OH:8])(=[O:7])/[CH:2]=[CH:3]\[C:4]([OH:6])=[O:5]. The catalyst class is: 28.